This data is from Forward reaction prediction with 1.9M reactions from USPTO patents (1976-2016). The task is: Predict the product of the given reaction. (1) Given the reactants C(OC([N:8]1[CH2:13][CH2:12][N:11]([C:14]2[N:19]=[C:18]([C:20]3[CH:25]=[CH:24][N:23]=[C:22]([NH:26][CH:27]4[CH2:32][CH2:31][CH2:30][CH2:29][CH2:28]4)[CH:21]=3)[CH:17]=[C:16]([C:33]3[O:34][C:35](=[O:38])[NH:36][N:37]=3)[CH:15]=2)[CH2:10][CH2:9]1)=O)(C)(C)C.C(O)(C(F)(F)F)=O, predict the reaction product. The product is: [CH:27]1([NH:26][C:22]2[CH:21]=[C:20]([C:18]3[CH:17]=[C:16]([C:33]4[O:34][C:35](=[O:38])[NH:36][N:37]=4)[CH:15]=[C:14]([N:11]4[CH2:12][CH2:13][NH:8][CH2:9][CH2:10]4)[N:19]=3)[CH:25]=[CH:24][N:23]=2)[CH2:28][CH2:29][CH2:30][CH2:31][CH2:32]1. (2) Given the reactants [CH3:1][C@@H:2]1[CH2:6][CH2:5][CH2:4][N:3]1[CH2:7][CH2:8][C:9]1[O:10][C:11]2[CH:17]=[CH:16][C:15]([C:18]3[CH:25]=[CH:24][C:21]([C:22]#[N:23])=[CH:20][CH:19]=3)=[CH:14][C:12]=2[CH:13]=1.[I:26]N1C(=O)CCC1=O, predict the reaction product. The product is: [I:26][C:13]1[C:12]2[CH:14]=[C:15]([C:18]3[CH:19]=[CH:20][C:21]([C:22]#[N:23])=[CH:24][CH:25]=3)[CH:16]=[CH:17][C:11]=2[O:10][C:9]=1[CH2:8][CH2:7][N:3]1[CH2:4][CH2:5][CH2:6][C@H:2]1[CH3:1]. (3) Given the reactants C(NCC)C.[CH3:6][O:7][C:8]1[CH:13]=[CH:12][C:11]([C:14](=[O:88])[NH:15][CH2:16][CH2:17][NH:18][C:19](=[O:87])[C@H:20]([NH:69]C(=O)OCC2C3C=CC=CC=3C3C2=CC=CC=3)[CH2:21][C:22](=[O:68])[N:23]([CH2:46][CH2:47][CH2:48][O:49][CH2:50][CH2:51][CH2:52][CH2:53][CH2:54][CH2:55][CH2:56][CH2:57]/[CH:58]=[CH:59]\[CH2:60][CH2:61][CH2:62][CH2:63][CH2:64][CH2:65][CH2:66][CH3:67])[CH2:24][CH2:25][CH2:26][O:27][CH2:28][CH2:29][CH2:30][CH2:31][CH2:32][CH2:33][CH2:34][CH2:35]/[CH:36]=[CH:37]\[CH2:38][CH2:39][CH2:40][CH2:41][CH2:42][CH2:43][CH2:44][CH3:45])=[CH:10][CH:9]=1, predict the reaction product. The product is: [NH2:69][C@H:20]([CH2:21][C:22]([N:23]([CH2:46][CH2:47][CH2:48][O:49][CH2:50][CH2:51][CH2:52][CH2:53][CH2:54][CH2:55][CH2:56][CH2:57]/[CH:58]=[CH:59]\[CH2:60][CH2:61][CH2:62][CH2:63][CH2:64][CH2:65][CH2:66][CH3:67])[CH2:24][CH2:25][CH2:26][O:27][CH2:28][CH2:29][CH2:30][CH2:31][CH2:32][CH2:33][CH2:34][CH2:35]/[CH:36]=[CH:37]\[CH2:38][CH2:39][CH2:40][CH2:41][CH2:42][CH2:43][CH2:44][CH3:45])=[O:68])[C:19]([NH:18][CH2:17][CH2:16][NH:15][C:14](=[O:88])[C:11]1[CH:12]=[CH:13][C:8]([O:7][CH3:6])=[CH:9][CH:10]=1)=[O:87]. (4) Given the reactants Br[C:2]1[NH:3][CH:4]=[CH:5][N:6]=1.[CH3:7][C:8]1[CH:14]=[CH:13][C:12](B2OC(C)(C)C(C)(C)O2)=[CH:11][C:9]=1[NH2:10].C([O-])([O-])=O.[Cs+].[Cs+], predict the reaction product. The product is: [NH:6]1[CH:5]=[CH:4][N:3]=[C:2]1[C:12]1[CH:13]=[CH:14][C:8]([CH3:7])=[C:9]([CH:11]=1)[NH2:10].